This data is from Forward reaction prediction with 1.9M reactions from USPTO patents (1976-2016). The task is: Predict the product of the given reaction. The product is: [CH:37]([C:33]1[CH:34]=[CH:35][CH:36]=[C:31]([CH:28]([CH3:30])[CH3:29])[C:32]=1[N:40]1[CH2:11][CH2:12][N:13]([CH2:16][CH2:17][CH:18]2[CH2:19][C:20]3([CH2:24][CH2:25][CH2:27][CH2:26]3)[C:21](=[O:23])[O:22]2)[CH2:14][CH2:15]1)([CH3:39])[CH3:38]. Given the reactants N1C2C=CC=CC=2N=C1C1[CH2:15][CH2:14][N:13]([CH2:16][CH2:17][CH:18]2[O:22][C:21](=[O:23])[C:20]([CH2:26][CH3:27])([CH2:24][CH3:25])[CH2:19]2)[CH2:12][CH2:11]1.[CH:28]([C:31]1[CH:36]=[CH:35][CH:34]=[C:33]([CH:37]([CH3:39])[CH3:38])[C:32]=1[N:40]1CCNCC1)([CH3:30])[CH3:29].N1(C2C=CC=CC=2C#N)CCNCC1.CC1C=CC(S(OCCC2CC3(CCCC3)C(=O)O2)(=O)=O)=CC=1.CC1C=CC(S(OCCC2CC(CC)(CC)C(=O)O2)(=O)=O)=CC=1, predict the reaction product.